The task is: Regression. Given two drug SMILES strings and cell line genomic features, predict the synergy score measuring deviation from expected non-interaction effect.. This data is from NCI-60 drug combinations with 297,098 pairs across 59 cell lines. (1) Drug 1: CC12CCC(CC1=CCC3C2CCC4(C3CC=C4C5=CN=CC=C5)C)O. Drug 2: CCC1(C2=C(COC1=O)C(=O)N3CC4=CC5=C(C=CC(=C5CN(C)C)O)N=C4C3=C2)O.Cl. Cell line: TK-10. Synergy scores: CSS=5.55, Synergy_ZIP=-4.20, Synergy_Bliss=-3.15, Synergy_Loewe=-16.4, Synergy_HSA=-4.71. (2) Drug 1: CCC(=C(C1=CC=CC=C1)C2=CC=C(C=C2)OCCN(C)C)C3=CC=CC=C3.C(C(=O)O)C(CC(=O)O)(C(=O)O)O. Drug 2: C1CN(CCN1C(=O)CCBr)C(=O)CCBr. Cell line: OVCAR-5. Synergy scores: CSS=12.3, Synergy_ZIP=-1.36, Synergy_Bliss=1.69, Synergy_Loewe=-2.67, Synergy_HSA=-1.88. (3) Drug 1: CC12CCC(CC1=CCC3C2CCC4(C3CC=C4C5=CN=CC=C5)C)O. Drug 2: CC1=C(C=C(C=C1)NC(=O)C2=CC=C(C=C2)CN3CCN(CC3)C)NC4=NC=CC(=N4)C5=CN=CC=C5. Cell line: RPMI-8226. Synergy scores: CSS=30.6, Synergy_ZIP=0.637, Synergy_Bliss=-2.57, Synergy_Loewe=-17.2, Synergy_HSA=-4.41. (4) Drug 1: C1C(C(OC1N2C=C(C(=O)NC2=O)F)CO)O. Drug 2: CC1=C(C(=CC=C1)Cl)NC(=O)C2=CN=C(S2)NC3=CC(=NC(=N3)C)N4CCN(CC4)CCO. Cell line: NCI-H522. Synergy scores: CSS=8.29, Synergy_ZIP=-3.70, Synergy_Bliss=-0.478, Synergy_Loewe=-0.973, Synergy_HSA=0.0531. (5) Drug 1: CC1OCC2C(O1)C(C(C(O2)OC3C4COC(=O)C4C(C5=CC6=C(C=C35)OCO6)C7=CC(=C(C(=C7)OC)O)OC)O)O. Drug 2: CS(=O)(=O)OCCCCOS(=O)(=O)C. Cell line: CCRF-CEM. Synergy scores: CSS=66.0, Synergy_ZIP=2.80, Synergy_Bliss=3.37, Synergy_Loewe=-11.0, Synergy_HSA=6.39. (6) Drug 1: CN(C)C1=NC(=NC(=N1)N(C)C)N(C)C. Drug 2: CC(C)(C#N)C1=CC(=CC(=C1)CN2C=NC=N2)C(C)(C)C#N. Cell line: A498. Synergy scores: CSS=-4.40, Synergy_ZIP=1.94, Synergy_Bliss=0.911, Synergy_Loewe=-2.81, Synergy_HSA=-4.11. (7) Drug 1: C(=O)(N)NO. Drug 2: CNC(=O)C1=NC=CC(=C1)OC2=CC=C(C=C2)NC(=O)NC3=CC(=C(C=C3)Cl)C(F)(F)F. Cell line: U251. Synergy scores: CSS=-7.57, Synergy_ZIP=1.68, Synergy_Bliss=-1.40, Synergy_Loewe=-5.45, Synergy_HSA=-6.43. (8) Drug 1: C1CCN(CC1)CCOC2=CC=C(C=C2)C(=O)C3=C(SC4=C3C=CC(=C4)O)C5=CC=C(C=C5)O. Drug 2: CC12CCC(CC1=CCC3C2CCC4(C3CC=C4C5=CN=CC=C5)C)O. Cell line: MALME-3M. Synergy scores: CSS=2.04, Synergy_ZIP=-1.24, Synergy_Bliss=1.14, Synergy_Loewe=-0.520, Synergy_HSA=-0.617. (9) Drug 1: CN(C)C1=NC(=NC(=N1)N(C)C)N(C)C. Drug 2: C1=CC(=CC=C1CCCC(=O)O)N(CCCl)CCCl. Cell line: HOP-62. Synergy scores: CSS=34.4, Synergy_ZIP=0.988, Synergy_Bliss=1.46, Synergy_Loewe=-18.8, Synergy_HSA=-2.44.